From a dataset of Reaction yield outcomes from USPTO patents with 853,638 reactions. Predict the reaction yield, written as a fraction of the theoretical maximum amount of product (1.0 means a 100% yield; for example, 0.34 means a 34% yield). (1) The reactants are [Br:1][C:2]1[CH:7]=[C:6]([CH:8]([CH3:10])[CH3:9])[CH:5]=[CH:4][C:3]=1[OH:11].C(=O)([O-])[O-].[K+].[K+].C(Br)C=C.[CH2:22]([O:25]CC=C)[CH:23]=[CH2:24].C(C1C(C(F)(F)F)=CC=C(Cl)C=1O)C=C.C(C1C=C(C(C)C)C=C(Br)C=1O)C=C.ClC1C=C(C=CC=1)C(OO)=O.ClC1C2OC(CO)CC=2C(C(F)(F)F)=CC=1. The catalyst is C1(C)C=C(C)C=C(C)C=1. The product is [Br:1][C:2]1[C:3]2[O:11][CH:23]([CH2:22][OH:25])[CH2:24][C:4]=2[CH:5]=[C:6]([CH:8]([CH3:9])[CH3:10])[CH:7]=1. The yield is 0.170. (2) The reactants are Cl.[NH2:2][CH2:3][CH2:4][CH2:5][N:6]1[C:14](=[O:15])[C:13]2[N:12]([CH2:16][C:17]3[CH:22]=[CH:21][C:20]([Cl:23])=[CH:19][CH:18]=3)[C:11]([O:24][C:25]3[CH:30]=[CH:29][CH:28]=[C:27]([O:31][C:32]([F:35])([F:34])[F:33])[CH:26]=3)=[N:10][C:9]=2[N:8]([CH3:36])[C:7]1=[O:37].[CH3:38][S:39](Cl)(=[O:41])=[O:40]. The catalyst is C1COCC1.O. The product is [Cl:23][C:20]1[CH:21]=[CH:22][C:17]([CH2:16][N:12]2[C:13]3[C:14](=[O:15])[N:6]([CH2:5][CH2:4][CH2:3][NH:2][S:39]([CH3:38])(=[O:41])=[O:40])[C:7](=[O:37])[N:8]([CH3:36])[C:9]=3[N:10]=[C:11]2[O:24][C:25]2[CH:30]=[CH:29][CH:28]=[C:27]([O:31][C:32]([F:34])([F:33])[F:35])[CH:26]=2)=[CH:18][CH:19]=1. The yield is 0.390.